From a dataset of NCI-60 drug combinations with 297,098 pairs across 59 cell lines. Regression. Given two drug SMILES strings and cell line genomic features, predict the synergy score measuring deviation from expected non-interaction effect. Drug 1: C1CN1P(=S)(N2CC2)N3CC3. Drug 2: C1C(C(OC1N2C=C(C(=O)NC2=O)F)CO)O. Cell line: BT-549. Synergy scores: CSS=14.6, Synergy_ZIP=-7.09, Synergy_Bliss=-6.42, Synergy_Loewe=-3.63, Synergy_HSA=-1.77.